From a dataset of Catalyst prediction with 721,799 reactions and 888 catalyst types from USPTO. Predict which catalyst facilitates the given reaction. (1) Reactant: [CH3:1][N:2]1[C:10]([C:11]([NH:13][CH2:14][CH:15]2[CH2:17][CH2:16]2)=[O:12])=[N:9][C:8]2[C:3]1=[N:4][CH:5]=[N:6][C:7]=2[N:18]1[CH2:23][CH2:22][CH:21]([N:24]2[C:28]3[CH:29]=[CH:30][CH:31]=[CH:32][C:27]=3[NH:26][C:25]2=[O:33])[CH2:20][CH2:19]1.[CH:34]1(N2C(C(O)=O)=NC3C2=NC=NC=3N2CCC(N3C4C=CC=CC=4NC3=O)CC2)C[CH2:35]1.C1(N)CC1.CN(C(ON1N=NC2C=CC=NC1=2)=[N+](C)C)C.F[P-](F)(F)(F)(F)F.C(N(C(C)C)CC)(C)C. Product: [CH:1]1([N:2]2[C:10]([C:11]([NH:13][CH2:14][CH:15]3[CH2:17][CH2:16]3)=[O:12])=[N:9][C:8]3[C:3]2=[N:4][CH:5]=[N:6][C:7]=3[N:18]2[CH2:23][CH2:22][CH:21]([N:24]3[C:28]4[CH:29]=[CH:30][CH:31]=[CH:32][C:27]=4[NH:26][C:25]3=[O:33])[CH2:20][CH2:19]2)[CH2:35][CH2:34]1. The catalyst class is: 44. (2) Reactant: Cl[C:2]1[CH:3]=[CH:4][C:5]2[N:6]([C:8]([C:11]3[S:15][C:14]4[CH:16]=[CH:17][C:18]([CH3:20])=[CH:19][C:13]=4[CH:12]=3)=[CH:9][N:10]=2)[N:7]=1.CC1(C)C2C(=C(P(C3C=CC=CC=3)C3C=CC=CC=3)C=CC=2)OC2C(P(C3C=CC=CC=3)C3C=CC=CC=3)=CC=CC1=2.C(=O)([O-])[O-].[K+].[K+].[CH3:69][O:70][C:71]1[CH:72]=[C:73]([CH:75]=[CH:76][C:77]=1[O:78][CH3:79])[NH2:74]. Product: [CH3:20][C:18]1[CH:17]=[CH:16][C:14]2[S:15][C:11]([C:8]3[N:6]4[N:7]=[C:2]([NH:74][C:73]5[CH:75]=[CH:76][C:77]([O:78][CH3:79])=[C:71]([O:70][CH3:69])[CH:72]=5)[CH:3]=[CH:4][C:5]4=[N:10][CH:9]=3)=[CH:12][C:13]=2[CH:19]=1. The catalyst class is: 160. (3) Reactant: Cl[C:2]1[C:11]([CH3:12])=[C:10]([Cl:13])[C:9]2[C:4](=[CH:5][C:6]([F:15])=[CH:7][C:8]=2[F:14])[N:3]=1.[CH3:16][O:17][CH2:18][C@@H:19]1[CH2:23][CH2:22][CH2:21][NH:20]1.C(N(CC)CC)C. Product: [Cl:13][C:10]1[C:9]2[C:4](=[CH:5][C:6]([F:15])=[CH:7][C:8]=2[F:14])[N:3]=[C:2]([N:20]2[CH2:21][CH2:22][CH2:23][C@H:19]2[CH2:18][O:17][CH3:16])[C:11]=1[CH3:12]. The catalyst class is: 10. (4) Reactant: [C:1]([O:5][C:6](=[O:33])[N:7]([CH2:24][C:25]1[CH:30]=[CH:29][C:28]([O:31][CH3:32])=[CH:27][CH:26]=1)[C:8]1[CH:13]=[C:12]([CH2:14][C@H:15]2[C:18](=[O:19])[NH:17][C@@H:16]2[CH:20]=[N:21][O:22][CH3:23])[CH:11]=[CH:10][N:9]=1)([CH3:4])([CH3:3])[CH3:2].C(N(CC)CC)C.[N:41]([C@@H:44]([C:46]1[CH:51]=[CH:50][CH:49]=[CH:48][CH:47]=1)[CH3:45])=[C:42]=[O:43]. Product: [C:1]([O:5][C:6](=[O:33])[N:7]([CH2:24][C:25]1[CH:26]=[CH:27][C:28]([O:31][CH3:32])=[CH:29][CH:30]=1)[C:8]1[CH:13]=[C:12]([CH2:14][C@H:15]2[C:18](=[O:19])[N:17]([C:42](=[O:43])[NH:41][C@@H:44]([C:46]3[CH:51]=[CH:50][CH:49]=[CH:48][CH:47]=3)[CH3:45])[C@@H:16]2[CH:20]=[N:21][O:22][CH3:23])[CH:11]=[CH:10][N:9]=1)([CH3:3])([CH3:4])[CH3:2]. The catalyst class is: 2. (5) Reactant: Cl[C:2]1[C:7]([NH2:8])=[CH:6][CH:5]=[C:4]([Cl:9])[N:3]=1.C(O[C:13](=[S:15])[S-:14])C.[K+].CN1C(=O)CCC1.O. Product: [Cl:9][C:4]1[N:3]=[C:2]2[S:14][C:13]([SH:15])=[N:8][C:7]2=[CH:6][CH:5]=1. The catalyst class is: 15. (6) Reactant: [N+:1]([C:4]1[CH:5]=[C:6]([N:10]2[CH2:15][CH2:14][NH:13][CH2:12][C:11]2=[O:16])[CH:7]=[CH:8][CH:9]=1)([O-:3])=[O:2].[CH:17](=O)[CH3:18].C(O)(=O)C.C([BH3-])#N.[Na+]. Product: [CH2:17]([N:13]1[CH2:14][CH2:15][N:10]([C:6]2[CH:7]=[CH:8][CH:9]=[C:4]([N+:1]([O-:3])=[O:2])[CH:5]=2)[C:11](=[O:16])[CH2:12]1)[CH3:18]. The catalyst class is: 5.